This data is from NCI-60 drug combinations with 297,098 pairs across 59 cell lines. The task is: Regression. Given two drug SMILES strings and cell line genomic features, predict the synergy score measuring deviation from expected non-interaction effect. (1) Drug 1: C1CC(=O)NC(=O)C1N2CC3=C(C2=O)C=CC=C3N. Drug 2: C1=CC=C(C(=C1)C(C2=CC=C(C=C2)Cl)C(Cl)Cl)Cl. Cell line: HL-60(TB). Synergy scores: CSS=10.1, Synergy_ZIP=-1.67, Synergy_Bliss=0.0117, Synergy_Loewe=0.470, Synergy_HSA=1.06. (2) Drug 1: CC1C(C(CC(O1)OC2CC(OC(C2O)C)OC3=CC4=CC5=C(C(=O)C(C(C5)C(C(=O)C(C(C)O)O)OC)OC6CC(C(C(O6)C)O)OC7CC(C(C(O7)C)O)OC8CC(C(C(O8)C)O)(C)O)C(=C4C(=C3C)O)O)O)O. Drug 2: CC1CCC2CC(C(=CC=CC=CC(CC(C(=O)C(C(C(=CC(C(=O)CC(OC(=O)C3CCCCN3C(=O)C(=O)C1(O2)O)C(C)CC4CCC(C(C4)OC)O)C)C)O)OC)C)C)C)OC. Cell line: SNB-19. Synergy scores: CSS=17.3, Synergy_ZIP=0.864, Synergy_Bliss=1.47, Synergy_Loewe=-0.914, Synergy_HSA=0.520.